Binary Classification. Given a miRNA mature sequence and a target amino acid sequence, predict their likelihood of interaction. From a dataset of Experimentally validated miRNA-target interactions with 360,000+ pairs, plus equal number of negative samples. (1) The miRNA is mmu-miR-878-3p with sequence GCAUGACACCACACUGGGUAGA. The protein sequence of the target gene is MGNTTTKFRKALINGDENLACQIYENNPQLKESLDPNISYGEPYQHNTPLHYAARHGMNRILGTFLFGRDGNPNKRNVHNETSMHLLCMGPQIMISEGTLHPRLARPVEDDFRRADCLQMILQWKGAKLDQGEYERAAIDAVDNKKNTPLHYAAASGMKACVELLVKHGGDLFAENENRDTPCDCAEKQQHKDLALSLESQMVFSRDPEAEEIEAEYAALDKREPYEGLRPQDLRRLKDMLIVETADMLQAPLFTAEALLRAHDWDREKLLEAWMSNPENCCQRSGVQMPTPPPSGYNAW.... Result: 0 (no interaction). (2) The miRNA is hsa-miR-105-5p with sequence UCAAAUGCUCAGACUCCUGUGGU. The protein sequence of the target gene is MNVMGFNTDRLAWTRNKLRGFYFAKLYYEAKEYDLAKKYVCTYLSVQERDPRAHRFLGLLYELEENTEKAVECYRRSLELNPPQKDLVLKIAELLCKNDVTDGRAKYWVERAAKLFPGSPAIYKLKEHLLDCEGEDGWNKLFDWIQSELYVRPDDVHMNIRLVELYRSNKRLKDAVARCHEAERNIALRSSLEWNSCVVQTLKEYLESLQCLESDKSDWRATNTDLLLAYANLMLLTLSTRDVQESRELLESFDSALQSAKSSLGGNDELSATFLEMKGHFYMHAGSLLLKMGQHGNNVQ.... Result: 0 (no interaction). (3) The miRNA is hsa-miR-873-3p with sequence GGAGACUGAUGAGUUCCCGGGA. The protein sequence of the target gene is MAPWTLWRCCQRVVGWVPVLFITFVVVWSYYAYVVELCVSTISRTGEKGKTVVYLVAFHLFFVMFVWSYWMTIFTSPASPSKEFYLSNSEKERYEKEFSQERQQDILRRAARDLPIYTTSASKAIRYCEKCQLIKPDRAHHCSACDRCVLKMDHHCPWVNNCVGFTNYKFFMLFLLYSLLYCLFVAATVLEYFIKFWTLCRRKSTENCPKNEPTVLNFPSAKFHVLFLFFVSAMFFVSVLSLFSYHCWLVGKNRTTIESFRAPMFSYGIDGNGFSLGCSKNWRQVFGDEKKYWLVPIFSS.... Result: 0 (no interaction). (4) The miRNA is mmu-miR-140-3p with sequence UACCACAGGGUAGAACCACGG. The protein sequence of the target gene is MTLLTDATPLVKEPHPLPLVPRPWFLPSLFAAFNVVLLVFFSGLFFAFPCRWLAQNGEWAFPVITGSLFVLTFFSLVSLNFSDPGILHQGSAEQGPLTVHVVWVNHGAFRLQWCPKCCFHRPPRTYHCPWCNICVEDFDHHCKWVNNCIGHRNFRFFMLLVLSLCLYSGAMLVTCLIFLVRTTHLPFSTDKAIAIVVAVSAAGLLVPLSLLLLIQALSVSSADRTYKGKCRHLQGYNPFDQGCASNWYLTICAPLGPKYMAEAVQLQRVVGPDWTSMPNLHPPMSPSALNPPAPTSGSLQ.... Result: 0 (no interaction). (5) The miRNA is hsa-miR-130a-5p with sequence GCUCUUUUCACAUUGUGCUACU. Result: 0 (no interaction). The protein sequence of the target gene is MSTGSLSDVEDLQEVEMLECDGLKMDSNKEFVTSNESTEESSNCENGSPQKGRGGLGKRRKAPTKKSPLSGVSQEGKQVQRNAANARERARMRVLSKAFSRLKTTLPWVPPDTKLSKLDTLRLASSYIAHLRQILANDKYENGYIHPVNLTWPFMVAGKPESDLKEVVTASRLCGTTAS. (6) The miRNA is mmu-miR-28c with sequence AGGAGCUCACAGUCUAUUGA. The protein sequence of the target gene is MVLESVVADLLNRFLGDYVENLNKSQLKLGIWGGNVALDNLQIKENALSELDVPFKVKAGQIDKLTLKIPWKNLYGEAVVATLEGLYLLVVPGASIKYDAVKEEKSLQDVKQKELSRIEEALQKAAEKGTHSGEFIYGLENFVYKDIKPGRKRKKHKKHFKKPFKGLDRSKDKPKEAKKDTFVEKLATQVIKNVQVKITDIHIKYEDDVTDPKRPLSFGVTLGELSLLTANEHWTPCILNEADKIIYKLIRLDSLSAYWNVNCSMSYQRSREQILDQLKNEILTSGNIPPNYQYIFQPIS.... Result: 0 (no interaction). (7) The miRNA is hsa-miR-6773-3p with sequence ACUGUCACUUCUCUGCCCAUAG. The protein sequence of the target gene is MDSRKLSPRGKKLESHLSQEHRRPPLGLIAAWGQPSIQSSVQQGLQTQDWVCEPPERRRPGRRWSVSIDERRRLATLGGRERPGAAGTQLHCRDVVQMVAQLVSEDVDKDVLLPHPLRSTESTNAFQAFLARSAPFWHNATFEASRSPPS. Result: 1 (interaction). (8) The miRNA is hsa-miR-6738-3p with sequence CUUCUGCCUGCAUUCUACUCCCAG. The protein sequence of the target gene is MLRGTMTAWRGMRPEVTLACLLLATAGCFADLNEVPQVTVQPASTVQKPGGTVILGCVVEPPRMNVTWRLNGKELNGSDDALGVLITHGTLVITALNNHTVGRYQCVARMPAGAVASVPATVTLANLQDFKLDVQHVIEVDEGNTAVIACHLPESHPKAQVRYSVKQEWLEASRGNYLIMPSGNLQIVNASQEDEGMYKCAAYNPVTQEVKTSGSSDRLRVRRSTAEAARIIYPPEAQTIIVTKGQSLILECVASGIPPPRVTWAKDGSSVTGYNKTRFLLSNLLIDTTSEEDSGTYRCM.... Result: 1 (interaction).